This data is from Peptide-MHC class I binding affinity with 185,985 pairs from IEDB/IMGT. The task is: Regression. Given a peptide amino acid sequence and an MHC pseudo amino acid sequence, predict their binding affinity value. This is MHC class I binding data. The MHC is HLA-A02:02 with pseudo-sequence HLA-A02:02. The binding affinity (normalized) is 0.519. The peptide sequence is EIMDKEQLL.